This data is from Forward reaction prediction with 1.9M reactions from USPTO patents (1976-2016). The task is: Predict the product of the given reaction. (1) Given the reactants [F:1][C:2]1[CH:7]=[CH:6][C:5]([C:8]2[N:9]=[C:10]([N:20]3[CH2:25][CH2:24][CH2:23][CH2:22][CH2:21]3)[S:11][C:12]=2[C:13]2[CH:18]=[CH:17][NH:16][C:15](=[O:19])[CH:14]=2)=[CH:4][CH:3]=1, predict the reaction product. The product is: [F:1][C:2]1[CH:3]=[CH:4][C:5]2=[C:8]3[N:9]=[C:10]([N:20]4[CH2:25][CH2:24][CH2:23][CH2:22][CH2:21]4)[S:11][C:12]3=[C:13]3[C:14]([C:15](=[O:19])[NH:16][CH:17]=[CH:18]3)=[C:6]2[CH:7]=1. (2) Given the reactants [NH2:1][C:2]([NH2:4])=[S:3].[O:5]=[C:6]([CH2:23][CH3:24])[CH:7](OS(C1C=CC(C)=CC=1)(=O)=O)[C:8](=O)[CH2:9][CH3:10].[OH-].[Na+], predict the reaction product. The product is: [NH2:1][C:2]1[S:3][C:7]([C:6](=[O:5])[CH2:23][CH3:24])=[C:8]([CH2:9][CH3:10])[N:4]=1.